This data is from Forward reaction prediction with 1.9M reactions from USPTO patents (1976-2016). The task is: Predict the product of the given reaction. (1) Given the reactants Cl.[NH2:2][CH2:3][CH2:4][C:5]1[C:13]2[C:8](=[CH:9][CH:10]=[CH:11][CH:12]=2)[NH:7][CH:6]=1.[CH3:14][O:15][C:16](=[O:25])[C:17]1[CH:22]=[CH:21][C:20]([CH:23]=O)=[CH:19][CH:18]=1.C(N(CC)CC)C.[BH-](OC(C)=O)(OC(C)=O)OC(C)=O.[Na+].C([O-])(O)=O.[Na+], predict the reaction product. The product is: [CH3:14][O:15][C:16](=[O:25])[C:17]1[CH:22]=[CH:21][C:20]([CH2:23][NH:2][CH2:3][CH2:4][C:5]2[C:13]3[C:8](=[CH:9][CH:10]=[CH:11][CH:12]=3)[NH:7][CH:6]=2)=[CH:19][CH:18]=1. (2) The product is: [CH3:15][O:16][C:9](=[O:11])[CH2:8][C:5]1[CH:6]=[N:7][C:2]([Br:1])=[CH:3][CH:4]=1. Given the reactants [Br:1][C:2]1[N:7]=[CH:6][C:5]([CH2:8][C:9]#N)=[CH:4][CH:3]=1.[O:11]=S(Cl)Cl.[CH3:15][OH:16], predict the reaction product. (3) Given the reactants C(OC([NH:11][C@:12]1([C:19]([O:21][CH2:22][CH3:23])=[O:20])[CH2:17][C:16](=[O:18])[NH:15][C:13]1=[O:14])=O)C1C=CC=CC=1, predict the reaction product. The product is: [NH2:11][C@:12]1([C:19]([O:21][CH2:22][CH3:23])=[O:20])[CH2:17][C:16](=[O:18])[NH:15][C:13]1=[O:14]. (4) Given the reactants CC1(C)C(C)(C)OB([C:9]2[CH:14]=[CH:13][C:12]([C:15]3[C:28]4[C:29]5=[C:30]6[C:25](=[CH:26][CH:27]=4)[CH:24]=[CH:23][C:22]([C:31]4[C:40]7[C:35](=[CH:36][CH:37]=[CH:38][CH:39]=7)[CH:34]=[CH:33][CH:32]=4)=[C:21]6[CH:20]=[CH:19][C:18]5=[CH:17][CH:16]=3)=[CH:11][CH:10]=2)O1.Br[C:43]1[CH:44]=[CH:45][C:46]2[C:47]3[C:52]([C:53]4[CH:54]=[CH:55][CH:56]=[CH:57][C:58]=4[C:59]=2[CH:60]=1)=[CH:51][C:50]1=[CH:61][C:62]2[C:67]([C:66]([CH3:69])([CH3:68])[CH:65]=[CH:64][CH:63]=2)=[C:49]1[CH:48]=3.C([O-])([O-])=O.[Na+].[Na+].CCO, predict the reaction product. The product is: [CH3:69][C:66]1([CH3:68])[C:67]2[C:62]([CH:61]=[C:50]3[C:49]=2[CH:48]=[C:47]2[C:52]([C:53]4[CH:54]=[CH:55][CH:56]=[CH:57][C:58]=4[C:59]4[CH:60]=[C:43]([C:9]5[CH:10]=[CH:11][C:12]([C:15]6[C:28]7[C:29]8=[C:30]9[C:25](=[CH:26][CH:27]=7)[CH:24]=[CH:23][C:22]([C:31]7[C:40]%10[C:35](=[CH:36][CH:37]=[CH:38][CH:39]=%10)[CH:34]=[CH:33][CH:32]=7)=[C:21]9[CH:20]=[CH:19][C:18]8=[CH:17][CH:16]=6)=[CH:13][CH:14]=5)[CH:44]=[CH:45][C:46]=42)=[CH:51]3)=[CH:63][CH:64]=[CH:65]1.